This data is from Catalyst prediction with 721,799 reactions and 888 catalyst types from USPTO. The task is: Predict which catalyst facilitates the given reaction. (1) Reactant: [CH2:1]([O:8][C:9]1[C:10]([C:28](O)=[O:29])=[N:11][C:12]([CH2:16][C:17]2([C:22]3[CH:27]=[CH:26][CH:25]=[CH:24][CH:23]=3)[CH2:21][CH2:20][CH2:19][CH2:18]2)=[N:13][C:14]=1[OH:15])[C:2]1[CH:7]=[CH:6][CH:5]=[CH:4][CH:3]=1.[Si:31]([O:38][CH2:39][CH2:40][NH:41][CH:42]1[CH2:46][CH2:45][CH2:44]C1)([C:34]([CH3:37])([CH3:36])[CH3:35])([CH3:33])[CH3:32].C(N(CC)C(C)C)(C)C.CN(C(ON1N=NC2C=CC=NC1=2)=[N+](C)C)C.F[P-](F)(F)(F)(F)F. Product: [Si:31]([O:38][CH2:39][CH2:40][N:41]([CH:42]1[CH2:46][CH2:45][CH2:44]1)[C:28]([C:10]1[C:9]([O:8][CH2:1][C:2]2[CH:7]=[CH:6][CH:5]=[CH:4][CH:3]=2)=[C:14]([OH:15])[N:13]=[C:12]([CH2:16][C:17]2([C:22]3[CH:23]=[CH:24][CH:25]=[CH:26][CH:27]=3)[CH2:21][CH2:20][CH2:19][CH2:18]2)[N:11]=1)=[O:29])([C:34]([CH3:35])([CH3:36])[CH3:37])([CH3:32])[CH3:33]. The catalyst class is: 35. (2) Product: [CH3:12][NH:13][C:2]1[CH:7]=[C:6]([CH3:8])[CH:5]=[CH:4][C:3]=1[N+:9]([O-:11])=[O:10]. Reactant: F[C:2]1[CH:7]=[C:6]([CH3:8])[CH:5]=[CH:4][C:3]=1[N+:9]([O-:11])=[O:10].[CH3:12][NH2:13].O. The catalyst class is: 8. (3) Reactant: Br[C:2]1[C:3]([O:8][CH:9]2[CH2:14][CH2:13][CH:12]([C:15]3[NH:19][C:18]4[CH:20]=[CH:21][CH:22]=[CH:23][C:17]=4[N:16]=3)[CH2:11][CH2:10]2)=[N:4][CH:5]=[CH:6][CH:7]=1.CC1(C)C(C)(C)OB([C:32]2[CH2:33][CH2:34][O:35][CH2:36][CH:37]=2)O1.C([O-])([O-])=O.[Na+].[Na+].O1CCOCC1. Product: [O:35]1[CH2:34][CH:33]=[C:32]([C:2]2[C:3]([O:8][CH:9]3[CH2:10][CH2:11][CH:12]([C:15]4[NH:19][C:18]5[CH:20]=[CH:21][CH:22]=[CH:23][C:17]=5[N:16]=4)[CH2:13][CH2:14]3)=[N:4][CH:5]=[CH:6][CH:7]=2)[CH2:37][CH2:36]1. The catalyst class is: 263. (4) Reactant: [Cl:1][C:2]1[C:7]([Cl:8])=[CH:6][CH:5]=[CH:4][C:3]=1/[CH:9]=[CH:10]/[CH2:11]O.C1(P(C2C=CC=CC=2)C2C=CC=CC=2)C=CC=CC=1.[Br:32]C(Br)(Br)Br. Product: [Br:32][CH2:11]/[CH:10]=[CH:9]/[C:3]1[CH:4]=[CH:5][CH:6]=[C:7]([Cl:8])[C:2]=1[Cl:1]. The catalyst class is: 4.